Dataset: Forward reaction prediction with 1.9M reactions from USPTO patents (1976-2016). Task: Predict the product of the given reaction. Given the reactants [C:1]([O:5][C:6]([NH:8][CH2:9][C:10]1([CH2:13]C(O)=O)[CH2:12][CH2:11]1)=[O:7])([CH3:4])([CH3:3])[CH3:2].Cl.[CH:18]12[CH2:27][CH:22]3[CH2:23][CH:24]([CH2:26][CH:20]([CH2:21]3)[CH:19]1[NH2:28])[CH2:25]2.C1N(P(Cl)(N2C(=O)OCC2)=O)C(=O)[O:31]C1, predict the reaction product. The product is: [C:1]([O:5][C:6](=[O:7])[NH:8][CH2:9][C:10]1([C:13](=[O:31])[NH:28][CH:19]2[CH:20]3[CH2:26][CH:24]4[CH2:23][CH:22]([CH2:27][CH:18]2[CH2:25]4)[CH2:21]3)[CH2:11][CH2:12]1)([CH3:2])([CH3:3])[CH3:4].